Dataset: Forward reaction prediction with 1.9M reactions from USPTO patents (1976-2016). Task: Predict the product of the given reaction. Given the reactants [CH3:1][N:2]1[C:6](=[O:7])[C:5](=[CH:8][C:9]2[CH:14]=[CH:13][C:12]([N+:15]([O-])=O)=[CH:11][CH:10]=2)[S:4][C:3]1=[O:18], predict the reaction product. The product is: [NH2:15][C:12]1[CH:13]=[CH:14][C:9]([CH2:8][CH:5]2[S:4][C:3](=[O:18])[N:2]([CH3:1])[C:6]2=[O:7])=[CH:10][CH:11]=1.